The task is: Predict the product of the given reaction.. This data is from Forward reaction prediction with 1.9M reactions from USPTO patents (1976-2016). (1) Given the reactants C(O[C:6]([N:8]1[CH2:13][CH2:12][C:11]([C:16]2[CH:21]=[CH:20][CH:19]=[C:18]([Cl:22])[CH:17]=2)([C:14]#[N:15])[CH2:10][CH2:9]1)=O)(C)(C)C.FC(F)(F)C(O)=O.ClC1[N:39]=[CH:38][N:37]=[C:36]2[C:32]=1[N:33]=[CH:34][NH:35]2.C(N(CC)CC)C, predict the reaction product. The product is: [Cl:22][C:18]1[CH:17]=[C:16]([C:11]2([C:14]#[N:15])[CH2:10][CH2:9][N:8]([C:6]3[N:39]=[CH:38][N:37]=[C:36]4[C:32]=3[N:33]=[CH:34][NH:35]4)[CH2:13][CH2:12]2)[CH:21]=[CH:20][CH:19]=1. (2) Given the reactants [NH:1]1[CH:5]=[CH:4][CH:3]=[N:2]1.Cl.Cl[CH2:8][CH2:9][N:10]([CH3:12])[CH3:11].C(=O)([O-])[O-].[K+].[K+], predict the reaction product. The product is: [CH3:11][N:10]([CH3:12])[CH2:9][CH2:8][N:1]1[CH:5]=[CH:4][CH:3]=[N:2]1. (3) The product is: [N:30]1([C:2]2[CH:29]=[CH:28][C:5]([CH2:6][N:7]3[C:15]4[C:10](=[CH:11][CH:12]=[CH:13][CH:14]=4)[C:9]4([CH2:19][O:18][C:17]5[CH:20]=[C:21]6[C:25](=[CH:26][C:16]4=5)[CH2:24][CH2:23][O:22]6)[C:8]3=[O:27])=[CH:4][CH:3]=2)[CH2:35][CH2:34][O:33][CH2:32][CH2:31]1. Given the reactants Br[C:2]1[CH:29]=[CH:28][C:5]([CH2:6][N:7]2[C:15]3[C:10](=[CH:11][CH:12]=[CH:13][CH:14]=3)[C:9]3([CH2:19][O:18][C:17]4[CH:20]=[C:21]5[C:25](=[CH:26][C:16]3=4)[CH2:24][CH2:23][O:22]5)[C:8]2=[O:27])=[CH:4][CH:3]=1.[NH:30]1[CH2:35][CH2:34][O:33][CH2:32][CH2:31]1.C(=O)([O-])[O-].[Cs+].[Cs+], predict the reaction product. (4) Given the reactants Br[C:2]1[N:10]([CH2:11][C:12]2[CH:17]=[CH:16][C:15]([O:18][CH3:19])=[CH:14][CH:13]=2)[C:9]2[C:8](=[O:20])[N:7]3[C:21]([CH3:24])=[N:22][N:23]=[C:6]3[N:5]([CH2:25][CH2:26][CH2:27][CH2:28][CH3:29])[C:4]=2[N:3]=1.[CH3:30][N:31]1[CH:35]=[C:34](B2OC(C)(C)C(C)(C)O2)[CH:33]=[N:32]1.C(=O)([O-])[O-].[Na+].[Na+].C1(C)C=CC=CC=1, predict the reaction product. The product is: [CH3:19][O:18][C:15]1[CH:16]=[CH:17][C:12]([CH2:11][N:10]2[C:9]3[C:8](=[O:20])[N:7]4[C:21]([CH3:24])=[N:22][N:23]=[C:6]4[N:5]([CH2:25][CH2:26][CH2:27][CH2:28][CH3:29])[C:4]=3[N:3]=[C:2]2[C:34]2[CH:33]=[N:32][N:31]([CH3:30])[CH:35]=2)=[CH:13][CH:14]=1.